Binary Classification. Given a miRNA mature sequence and a target amino acid sequence, predict their likelihood of interaction. From a dataset of Experimentally validated miRNA-target interactions with 360,000+ pairs, plus equal number of negative samples. (1) The miRNA is mmu-miR-30e-5p with sequence UGUAAACAUCCUUGACUGGAAG. The protein sequence of the target gene is MIWCLRLTVLSLIISQGADGRRKPEVVSVVGRAGESAVLGCDLLPPAGHPPLHVIEWLRFGFLLPIFIQFGLYSPRIDPDYVGRVRLQTGASLQIEGLRVEDQGWYECRVLFLDQHSPEQDFANGSWVHLTVNSPPQFQETPPLVLEVKELEAVTLRCVARGSPQPYVTWKFRGQDLGKGQGQVQVQNGTLWIRRVERGSAGDYTCQASSSEGSITHATQLLVLGPPVIVVPPSNSTVNSSQDVSLACRAEAYPANLTYSWFQDGVNVFHISRLQSRVRILVDGSLWLQATQPDDAGHYT.... Result: 0 (no interaction). (2) The miRNA is hsa-miR-5186 with sequence AGAGAUUGGUAGAAAUCAGGU. The protein sequence of the target gene is MIQAILVFNNHGKPRLVRFYQRFPEEIQQQIVRETFHLVLKRDDNICNFLEGGSLIGGSDYKLIYRHYATLYFVFCVDSSESELGILDLIQVFVETLDKCFENVCELDLIFHMDKVHYILQEVVMGGMVLETNMNEIVAQIEAQNRLEKSEGGLSAAPARAVSAVKNINLPEIPRNINIGDLNIKVPNLSQFV. Result: 1 (interaction).